This data is from Forward reaction prediction with 1.9M reactions from USPTO patents (1976-2016). The task is: Predict the product of the given reaction. (1) Given the reactants [CH3:1][O:2][C:3]1[CH:9]=[CH:8][C:6]([NH2:7])=[CH:5][CH:4]=1.CC1(C)C2C=CC=C(P(C3C=CC=CC=3)C3C=CC=CC=3)C=2OC2C1=CC=CC=2P(C1C=CC=CC=1)C1C=CC=CC=1.Br[C:53]1[C:74](/[CH:75]=[CH:76]/[CH2:77][N:78]2[CH2:83][CH2:82][CH2:81][CH2:80][CH2:79]2)=[C:56]2[CH:57]=[C:58]([C:61]([N:63]([CH2:69][CH2:70][CH:71]([CH3:73])[CH3:72])[CH2:64][CH2:65][CH:66]([CH3:68])[CH3:67])=[O:62])[CH:59]=[CH:60][N:55]2[N:54]=1.P([O-])([O-])([O-])=O.[K+].[K+].[K+], predict the reaction product. The product is: [CH2:69]([N:63]([CH2:64][CH2:65][CH:66]([CH3:68])[CH3:67])[C:61]([C:58]1[CH:59]=[CH:60][N:55]2[N:54]=[C:53]([NH:7][C:6]3[CH:8]=[CH:9][C:3]([O:2][CH3:1])=[CH:4][CH:5]=3)[C:74]([CH:75]=[CH:76][CH2:77][N:78]3[CH2:79][CH2:80][CH2:81][CH2:82][CH2:83]3)=[C:56]2[CH:57]=1)=[O:62])[CH2:70][CH:71]([CH3:72])[CH3:73]. (2) Given the reactants C1C(=O)N([Br:8])C(=O)C1.[F:9][C:10]1[CH:18]=[CH:17][C:16]([C:19]([OH:21])=[O:20])=[C:15]2[C:11]=1[CH2:12][CH2:13][NH:14]2, predict the reaction product. The product is: [Br:8][C:18]1[C:10]([F:9])=[C:11]2[C:15](=[C:16]([C:19]([OH:21])=[O:20])[CH:17]=1)[NH:14][CH2:13][CH2:12]2. (3) Given the reactants [Br:1][C:2]1[CH:9]=[CH:8][C:5]([CH:6]=[O:7])=[C:4]([OH:10])[CH:3]=1.CN(C=O)C.[H-].[Na+].Br[CH2:19][CH2:20][CH2:21][O:22][Si:23]([C:26]([CH3:29])([CH3:28])[CH3:27])([CH3:25])[CH3:24], predict the reaction product. The product is: [Br:1][C:2]1[CH:9]=[CH:8][C:5]([CH:6]=[O:7])=[C:4]([O:10][CH2:19][CH2:20][CH2:21][O:22][Si:23]([C:26]([CH3:27])([CH3:29])[CH3:28])([CH3:24])[CH3:25])[CH:3]=1. (4) The product is: [Br:9][C:10]1[CH:11]=[C:12]2[C:16](=[CH:17][CH:18]=1)[C@@H:15]([N:19]1[C:23]3=[N:24][C:25]([CH:29]([C:1]4[CH:6]=[CH:5][CH:4]=[CH:3][CH:2]=4)[OH:30])=[CH:26][C:27]([CH3:28])=[C:22]3[N:21]=[C:20]1[CH2:31][CH3:32])[CH2:14][CH2:13]2. Given the reactants [C:1]1([Mg]Br)[CH:6]=[CH:5][CH:4]=[CH:3][CH:2]=1.[Br:9][C:10]1[CH:11]=[C:12]2[C:16](=[CH:17][CH:18]=1)[C@@H:15]([N:19]1[C:23]3=[N:24][C:25]([CH:29]=[O:30])=[CH:26][C:27]([CH3:28])=[C:22]3[N:21]=[C:20]1[CH2:31][CH3:32])[CH2:14][CH2:13]2, predict the reaction product. (5) Given the reactants [CH2:1]([O:8][C:9]([N:11]1[CH:15]([C:16]([OH:18])=O)[CH2:14][S:13][C@@H:12]1[CH:19]1[CH2:24][CH2:23][CH2:22][CH2:21][CH2:20]1)=[O:10])[C:2]1[CH:7]=[CH:6][CH:5]=[CH:4][CH:3]=1.CCN(C(C)C)C(C)C.CN(C(ON1N=NC2C=CC=NC1=2)=[N+](C)C)C.F[P-](F)(F)(F)(F)F.[NH2:58][C:59]1[S:60][CH:61]=[C:62]([C:64]2[CH:75]=[CH:74][C:67]([C:68]([NH:70][CH:71]3[CH2:73][CH2:72]3)=[O:69])=[CH:66][CH:65]=2)[N:63]=1, predict the reaction product. The product is: [CH2:1]([O:8][C:9]([N:11]1[CH:15]([C:16](=[O:18])[NH:58][C:59]2[S:60][CH:61]=[C:62]([C:64]3[CH:65]=[CH:66][C:67]([C:68](=[O:69])[NH:70][CH:71]4[CH2:73][CH2:72]4)=[CH:74][CH:75]=3)[N:63]=2)[CH2:14][S:13][C@@H:12]1[CH:19]1[CH2:20][CH2:21][CH2:22][CH2:23][CH2:24]1)=[O:10])[C:2]1[CH:7]=[CH:6][CH:5]=[CH:4][CH:3]=1. (6) Given the reactants Br[C:2]1[CH:3]=[C:4]([F:15])[CH:5]=[C:6]2[C:10]=1[NH:9][C:8]([C:11]([NH2:13])=[O:12])=[C:7]2[CH3:14].[F:16][C:17]([F:29])([F:28])[O:18][C:19]1[CH:24]=[CH:23][C:22](B(O)O)=[CH:21][CH:20]=1, predict the reaction product. The product is: [F:15][C:4]1[CH:5]=[C:6]2[C:10](=[C:2]([C:22]3[CH:21]=[CH:20][C:19]([O:18][C:17]([F:16])([F:28])[F:29])=[CH:24][CH:23]=3)[CH:3]=1)[NH:9][C:8]([C:11]([NH2:13])=[O:12])=[C:7]2[CH3:14]. (7) Given the reactants [I:1][C:2]1[C:10]2[C:5](=[CH:6][C:7]([CH3:11])=[CH:8][CH:9]=2)[NH:4][N:3]=1.Cl.Cl[CH2:14][CH2:15][N:16]([CH3:18])[CH3:17].C(=O)([O-])[O-].[K+].[K+].O, predict the reaction product. The product is: [I:1][C:2]1[C:10]2[C:5](=[CH:6][C:7]([CH3:11])=[CH:8][CH:9]=2)[N:4]([CH2:14][CH2:15][N:16]([CH3:18])[CH3:17])[N:3]=1. (8) The product is: [Br:31][C:7]1[CH:6]=[C:5]2[C:10](=[CH:9][CH:8]=1)[N:1]([CH:11]1[CH2:12][CH2:13][N:14]([C:17]([O:19][C:20]([CH3:23])([CH3:22])[CH3:21])=[O:18])[CH2:15][CH2:16]1)[CH2:2][CH2:3][CH2:4]2. Given the reactants [N:1]1([CH:11]2[CH2:16][CH2:15][N:14]([C:17]([O:19][C:20]([CH3:23])([CH3:22])[CH3:21])=[O:18])[CH2:13][CH2:12]2)[C:10]2[C:5](=[CH:6][CH:7]=[CH:8][CH:9]=2)[CH2:4][CH2:3][CH2:2]1.C1C(=O)N([Br:31])C(=O)C1.O, predict the reaction product. (9) Given the reactants ClC1C=CC([N:8]([CH3:32])[C:9]([C:11]2[C:16]([CH3:17])=[CH:15][C:14]([N:18]3[CH2:23][CH2:22][O:21][CH2:20][CH2:19]3)=[CH:13][C:12]=2OS(C(F)(F)F)(=O)=O)=[O:10])=CC=1.C([C:37]1[CH:42]=[C:41](C)[CH:40]=[C:39](C(C)(C)C)[C:38]=1O)(C)(C)C.[Cl-:49].[Li+].C([Sn](CCCC)(CCCC)[C:56]1[CH2:60][CH2:59][CH2:58][CH:57]=1)CCC, predict the reaction product. The product is: [Cl:49][C:37]1[CH:38]=[CH:39][C:40]([CH2:32][NH:8][C:9](=[O:10])[C:11]2[C:16]([CH3:17])=[CH:15][C:14]([N:18]3[CH2:19][CH2:20][O:21][CH2:22][CH2:23]3)=[CH:13][C:12]=2[C:56]2[CH2:60][CH2:59][CH2:58][CH:57]=2)=[CH:41][CH:42]=1. (10) Given the reactants Cl.[CH3:2][O:3][CH:4]1[CH2:9][CH2:8][NH:7][CH2:6][CH2:5]1.[C:10]([O:14][C:15]([NH:17][C:18]1[O:26][C:25]2[C:20](=[N:21][CH:22]=[C:23]([CH:27]=O)[CH:24]=2)[C:19]=1[C:29]([NH:31][C:32]1[CH:33]=[N:34][CH:35]=[CH:36][C:37]=1[N:38]1[CH2:43][C@H:42]([C:44]([F:47])([F:46])[F:45])[CH2:41][C@H:40]([NH:48][C:49](=[O:55])[O:50][C:51]([CH3:54])([CH3:53])[CH3:52])[CH2:39]1)=[O:30])=[O:16])([CH3:13])([CH3:12])[CH3:11].ClCCCl.C(O[BH-](OC(=O)C)OC(=O)C)(=O)C.[Na+], predict the reaction product. The product is: [C:10]([O:14][C:15]([NH:17][C:18]1[O:26][C:25]2[C:20](=[N:21][CH:22]=[C:23]([CH2:27][N:7]3[CH2:8][CH2:9][CH:4]([O:3][CH3:2])[CH2:5][CH2:6]3)[CH:24]=2)[C:19]=1[C:29]([NH:31][C:32]1[CH:33]=[N:34][CH:35]=[CH:36][C:37]=1[N:38]1[CH2:43][C@H:42]([C:44]([F:46])([F:45])[F:47])[CH2:41][C@H:40]([NH:48][C:49](=[O:55])[O:50][C:51]([CH3:54])([CH3:53])[CH3:52])[CH2:39]1)=[O:30])=[O:16])([CH3:12])([CH3:13])[CH3:11].